From a dataset of Reaction yield outcomes from USPTO patents with 853,638 reactions. Predict the reaction yield, written as a fraction of the theoretical maximum amount of product (1.0 means a 100% yield; for example, 0.34 means a 34% yield). (1) The reactants are Cl[CH2:2][C:3]1[CH:8]=[CH:7][CH:6]=[C:5]([S:9][CH:10]2[CH2:14][CH2:13][CH2:12][CH2:11]2)[N:4]=1.C([O:17][C:18](=[O:30])[CH2:19][CH2:20][C:21]1[CH:26]=[CH:25][C:24]([OH:27])=[C:23]([O:28][CH3:29])[CH:22]=1)C. No catalyst specified. The product is [CH:10]1([S:9][C:5]2[N:4]=[C:3]([CH2:2][O:27][C:24]3[CH:25]=[CH:26][C:21]([CH2:20][CH2:19][C:18]([OH:30])=[O:17])=[CH:22][C:23]=3[O:28][CH3:29])[CH:8]=[CH:7][CH:6]=2)[CH2:14][CH2:13][CH2:12][CH2:11]1. The yield is 0.690. (2) The reactants are [NH:1]1[CH:5]=[N:4][C:3]([C:6]2[CH:7]=[C:8]3[C:12](=[CH:13][CH:14]=2)[NH:11][N:10]=[C:9]3[C:15]2[CH:20]=[CH:19][CH:18]=[C:17]([O:21][CH2:22][CH2:23][N:24]3[CH2:29][CH2:28][NH:27][CH2:26][CH2:25]3)[CH:16]=2)=[N:2]1.N1C=CC=CC=1.C(N(CC)CC)C.[C:43](OC(=O)C)(=[O:45])[CH3:44].[OH-].[NH4+]. No catalyst specified. The product is [NH:2]1[C:3]([C:6]2[CH:7]=[C:8]3[C:12](=[CH:13][CH:14]=2)[NH:11][N:10]=[C:9]3[C:15]2[CH:16]=[C:17]([CH:18]=[CH:19][CH:20]=2)[O:21][CH2:22][CH2:23][N:24]2[CH2:29][CH2:28][N:27]([C:43](=[O:45])[CH3:44])[CH2:26][CH2:25]2)=[N:4][CH:5]=[N:1]1. The yield is 0.0900. (3) The reactants are C[Si]([N-][Si](C)(C)C)(C)C.[Li+].[C:11]([O:15][C:16]([N:18]1[CH2:23][CH2:22][CH:21]([CH3:24])[CH2:20][C:19]1=[O:25])=[O:17])([CH3:14])([CH3:13])[CH3:12].Br[CH2:27][C:28]([O:30][CH2:31][CH3:32])=[O:29]. The catalyst is C1COCC1. The product is [C:11]([O:15][C:16]([N:18]1[CH2:23][CH2:22][CH:21]([CH3:24])[CH:20]([CH2:27][C:28]([O:30][CH2:31][CH3:32])=[O:29])[C:19]1=[O:25])=[O:17])([CH3:14])([CH3:12])[CH3:13]. The yield is 0.690. (4) The reactants are Br[C:2]1[NH:11][C:5]2[N:6]=[CH:7][N:8]=[C:9]([NH2:10])[C:4]=2[C:3]=1[C:12]1[CH:17]=[CH:16][C:15]([CH3:18])=[CH:14][CH:13]=1.[CH2:19](C([SnH3])=C(CCCC)CCCC)[CH2:20]CC. No catalyst specified. The product is [C:15]1([CH3:18])[CH:16]=[CH:17][C:12]([C:3]2[C:4]3[C:9]([NH2:10])=[N:8][CH:7]=[N:6][C:5]=3[NH:11][C:2]=2[CH:19]=[CH2:20])=[CH:13][CH:14]=1. The yield is 0.460. (5) The reactants are CO[C:3]1[N:8]=[C:7]([NH2:9])[CH:6]=[CH:5][N:4]=1.Cl[C:11]1[N:16]=[C:15]([NH:17][C:18]2[CH:19]=[C:20]3[C:24](=[CH:25][CH:26]=2)[NH:23][C:22]([CH3:27])=[CH:21]3)[CH:14]=[CH:13][N:12]=1.CC1(C)C2C(=C(P(C3C=CC=CC=3)C3C=CC=CC=3)C=CC=2)[O:49][C:31]2C(P(C3C=CC=CC=3)C3C=CC=CC=3)=CC=CC1=2. The catalyst is CC([O-])=O.CC([O-])=O.[Pd+2]. The product is [CH3:31][O:49][C:11]1[N:16]=[C:15]([N:17]([C:18]2[CH:19]=[C:20]3[C:24](=[CH:25][CH:26]=2)[NH:23][C:22]([CH3:27])=[CH:21]3)[C:3]2[N:8]=[C:7]([NH2:9])[CH:6]=[CH:5][N:4]=2)[CH:14]=[CH:13][N:12]=1. The yield is 0.480. (6) The reactants are Br[C:2]1[CH:3]=[N:4][CH:5]=[C:6]([N:10]2[CH2:21][CH2:20][N:19]3[C:12](=[CH:13][C:14]4[CH2:15][C:16]([CH3:23])([CH3:22])[CH2:17][C:18]=43)[C:11]2=[O:24])[C:7]=1[CH:8]=[O:9].[CH3:25][O:26][CH2:27][CH2:28][N:29]1[CH2:34][CH2:33][N:32]2[N:35]=[C:36]([NH:38][C:39]3[C:40](=[O:55])[N:41]([CH3:54])[CH:42]=[C:43](B4OC(C)(C)C(C)(C)O4)[CH:44]=3)[CH:37]=[C:31]2[CH2:30]1.C([O-])(=O)C.[Na+].[O-]P([O-])([O-])=O.[K+].[K+].[K+]. The catalyst is C1C=CC(P(C2C=CC=CC=2)[C-]2C=CC=C2)=CC=1.C1C=CC(P(C2C=CC=CC=2)[C-]2C=CC=C2)=CC=1.Cl[Pd]Cl.[Fe+2].C(#N)C.O. The product is [CH3:22][C:16]1([CH3:23])[CH2:15][C:14]2[CH:13]=[C:12]3[N:19]([CH2:20][CH2:21][N:10]([C:6]4[CH:5]=[N:4][CH:3]=[C:2]([C:43]5[CH:44]=[C:39]([NH:38][C:36]6[CH:37]=[C:31]7[CH2:30][N:29]([CH2:28][CH2:27][O:26][CH3:25])[CH2:34][CH2:33][N:32]7[N:35]=6)[C:40](=[O:55])[N:41]([CH3:54])[CH:42]=5)[C:7]=4[CH:8]=[O:9])[C:11]3=[O:24])[C:18]=2[CH2:17]1. The yield is 0.320. (7) The reactants are [CH3:1][C:2]1[CH:7]=[CH:6][CH:5]=[C:4]([N+:8]([O-:10])=[O:9])[C:3]=1[S:11](Cl)(=[O:13])=[O:12].[N:15]1[CH:20]=[CH:19][CH:18]=[CH:17][CH:16]=1. The catalyst is CN(C1C=CN=CC=1)C.C(Cl)Cl. The product is [CH3:1][C:2]1[CH:7]=[CH:6][CH:5]=[C:4]([N+:8]([O-:10])=[O:9])[C:3]=1[S:11]([NH:8][C:4]1[CH:3]=[CH:2][CH:1]=[C:19]2[C:20]=1[N:15]=[CH:16][CH:17]=[CH:18]2)(=[O:13])=[O:12]. The yield is 0.390. (8) The product is [OH:35][C:32]([C:6]1[C:14]2[CH2:13][CH2:12][N:11]([C:15]3[CH:20]=[CH:19][C:18]([N:21]4[CH2:26][CH2:25][CH2:24][CH2:23][C:22]4=[O:27])=[CH:17][CH:16]=3)[C:10](=[O:28])[C:9]=2[N:8]([C:29]2[CH:34]=[CH:33][C:32]([O:35][CH3:36])=[CH:31][CH:30]=2)[N:7]=1)([CH3:33])[CH3:31]. The reactants are C(OC([C:6]1[C:14]2[CH2:13][CH2:12][N:11]([C:15]3[CH:20]=[CH:19][C:18]([N:21]4[CH2:26][CH2:25][CH2:24][CH2:23][C:22]4=[O:27])=[CH:17][CH:16]=3)[C:10](=[O:28])[C:9]=2[N:8]([C:29]2[CH:34]=[CH:33][C:32]([O:35][CH3:36])=[CH:31][CH:30]=2)[N:7]=1)=O)C.C[Mg+].[Br-]. The catalyst is C1COCC1. The yield is 0.480. (9) The reactants are [Cl:1][C:2]1[CH:9]=[C:8]([N:10]2[C:14](=[O:15])[CH:13]=[C:12]([OH:16])[CH:11]2[CH2:17][CH2:18][CH3:19])[CH:7]=[CH:6][C:3]=1[C:4]#[N:5].C(O)(=O)C.[BH4-].[Na+].O. The catalyst is C(#N)C.[Cl-].[Na+].O. The product is [Cl:1][C:2]1[CH:9]=[C:8]([N:10]2[C:14](=[O:15])[CH2:13][C@H:12]([OH:16])[C@@H:11]2[CH2:17][CH2:18][CH3:19])[CH:7]=[CH:6][C:3]=1[C:4]#[N:5]. The yield is 0.720. (10) The reactants are [CH2:1]([C:3]1[C:4]([NH:25][CH2:26][C@@H:27]([C:38]([O:40]C(C)(C)C)=[O:39])[NH:28][C:29]2[S:30][C:31]3[CH:37]=[CH:36][CH:35]=[CH:34][C:32]=3[N:33]=2)=[N:5][CH:6]=[N:7][C:8]=1[N:9]1[CH2:14][CH2:13][CH:12]([C:15]2[N:24]=[C:23]3[C:18]([CH2:19][CH2:20][CH2:21][NH:22]3)=[CH:17][CH:16]=2)[CH2:11][CH2:10]1)[CH3:2].FC(F)(F)C(O)=O.ClCCl.CO.O.C(O)(=O)C.C1(C)C=CC=CC=1. The catalyst is ClCCl. The product is [CH2:1]([C:3]1[C:4]([NH:25][CH2:26][C@@H:27]([C:38]([OH:40])=[O:39])[NH:28][C:29]2[S:30][C:31]3[CH:37]=[CH:36][CH:35]=[CH:34][C:32]=3[N:33]=2)=[N:5][CH:6]=[N:7][C:8]=1[N:9]1[CH2:10][CH2:11][CH:12]([C:15]2[N:24]=[C:23]3[C:18]([CH2:19][CH2:20][CH2:21][NH:22]3)=[CH:17][CH:16]=2)[CH2:13][CH2:14]1)[CH3:2]. The yield is 0.970.